Dataset: Peptide-MHC class I binding affinity with 185,985 pairs from IEDB/IMGT. Task: Regression. Given a peptide amino acid sequence and an MHC pseudo amino acid sequence, predict their binding affinity value. This is MHC class I binding data. (1) The MHC is HLA-A32:07 with pseudo-sequence HLA-A32:07. The peptide sequence is RAMRMVYYL. The binding affinity (normalized) is 0.597. (2) The peptide sequence is GDYFVLTSHT. The MHC is HLA-B40:02 with pseudo-sequence HLA-B40:02. The binding affinity (normalized) is 0.0260. (3) The peptide sequence is VTDTALAYF. The MHC is HLA-B51:01 with pseudo-sequence HLA-B51:01. The binding affinity (normalized) is 0.0847. (4) The peptide sequence is LARWSSFKK. The MHC is HLA-A30:01 with pseudo-sequence HLA-A30:01. The binding affinity (normalized) is 0.823. (5) The peptide sequence is MEAQLIRQM. The MHC is HLA-B44:03 with pseudo-sequence HLA-B44:03. The binding affinity (normalized) is 0.558. (6) The peptide sequence is PYKRLKAEPA. The MHC is H-2-Kd with pseudo-sequence H-2-Kd. The binding affinity (normalized) is 0.414. (7) The peptide sequence is EVMPVSMAK. The MHC is HLA-A32:15 with pseudo-sequence HLA-A32:15. The binding affinity (normalized) is 0.428. (8) The peptide sequence is GRDNRRGL. The MHC is HLA-B27:05 with pseudo-sequence HLA-B27:05. The binding affinity (normalized) is 0.0779. (9) The peptide sequence is YAYGWIPET. The MHC is HLA-A02:01 with pseudo-sequence HLA-A02:01. The binding affinity (normalized) is 0.652. (10) The peptide sequence is VPLPCQLMYA. The MHC is HLA-B51:01 with pseudo-sequence HLA-B51:01. The binding affinity (normalized) is 0.406.